From a dataset of NCI-60 drug combinations with 297,098 pairs across 59 cell lines. Regression. Given two drug SMILES strings and cell line genomic features, predict the synergy score measuring deviation from expected non-interaction effect. (1) Drug 1: C1CCC(C1)C(CC#N)N2C=C(C=N2)C3=C4C=CNC4=NC=N3. Drug 2: C1=CC(=C2C(=C1NCCNCCO)C(=O)C3=C(C=CC(=C3C2=O)O)O)NCCNCCO. Cell line: RPMI-8226. Synergy scores: CSS=41.9, Synergy_ZIP=4.85, Synergy_Bliss=4.50, Synergy_Loewe=-34.7, Synergy_HSA=1.66. (2) Drug 1: CNC(=O)C1=CC=CC=C1SC2=CC3=C(C=C2)C(=NN3)C=CC4=CC=CC=N4. Drug 2: C1=NC2=C(N1)C(=S)N=C(N2)N. Cell line: HOP-92. Synergy scores: CSS=28.8, Synergy_ZIP=1.31, Synergy_Bliss=2.29, Synergy_Loewe=1.27, Synergy_HSA=1.45.